Dataset: Forward reaction prediction with 1.9M reactions from USPTO patents (1976-2016). Task: Predict the product of the given reaction. (1) The product is: [NH2:15][C:10]1[O:11][CH2:12][C@H:13]([F:14])[C@:8]([C:6]2[CH:7]=[C:2]([NH:1][C:25]([C:21]3[CH:22]=[C:23]([CH3:24])[N:19]([CH3:18])[N:20]=3)=[O:26])[CH:3]=[CH:4][C:5]=2[F:17])([CH3:16])[N:9]=1. Given the reactants [NH2:1][C:2]1[CH:3]=[CH:4][C:5]([F:17])=[C:6]([C@:8]2([CH3:16])[C@@H:13]([F:14])[CH2:12][O:11][C:10]([NH2:15])=[N:9]2)[CH:7]=1.[CH3:18][N:19]1[C:23]([CH3:24])=[CH:22][C:21]([C:25](O)=[O:26])=[N:20]1, predict the reaction product. (2) Given the reactants [NH2:1][C:2]1[CH:7]=[C:6]([C:8]#[N:9])[CH:5]=[CH:4][N:3]=1.P(OCC)(OCC)([S-])=[S:11].O1CCCC1.C(=O)(O)[O-].[Na+], predict the reaction product. The product is: [NH2:1][C:2]1[CH:7]=[C:6]([C:8](=[S:11])[NH2:9])[CH:5]=[CH:4][N:3]=1. (3) Given the reactants [CH2:1]([O:3][C:4](=[O:16])/[CH:5]=[C:6](/[O:8][C:9]1[CH:10]=[C:11]([CH3:15])[CH:12]=[CH:13][CH:14]=1)\[CH3:7])[CH3:2].[Br:17]N1C(=O)CCC1=O.C(OOC(=O)C1C=CC=CC=1)(=O)C1C=CC=CC=1, predict the reaction product. The product is: [CH2:1]([O:3][C:4](=[O:16])/[CH:5]=[C:6](/[O:8][C:9]1[CH:10]=[C:11]([CH3:15])[CH:12]=[CH:13][CH:14]=1)\[CH2:7][Br:17])[CH3:2]. (4) Given the reactants [CH:1]1([C:4]2[CH:5]=[C:6]3[C:25]([C:26](=[O:29])[NH:27][CH3:28])=[C:24]([C:30]4[CH:35]=[CH:34][C:33]([CH3:36])=[CH:32][CH:31]=4)[O:23][C:7]3=[N:8][C:9]=2[N:10]([CH2:15][CH2:16][CH2:17][CH2:18][C:19]([O:21]C)=[O:20])[S:11]([CH3:14])(=[O:13])=[O:12])[CH2:3][CH2:2]1.[Li+].[OH-:38].[NH4+].[Cl-], predict the reaction product. The product is: [NH4+:8].[OH-:12].[CH3:6][C:7]#[N:8].[OH2:38].[CH:1]1([C:4]2[CH:5]=[C:6]3[C:25]([C:26](=[O:29])[NH:27][CH3:28])=[C:24]([C:30]4[CH:35]=[CH:34][C:33]([CH3:36])=[CH:32][CH:31]=4)[O:23][C:7]3=[N:8][C:9]=2[N:10]([CH2:15][CH2:16][CH2:17][CH2:18][C:19]([OH:21])=[O:20])[S:11]([CH3:14])(=[O:13])=[O:12])[CH2:2][CH2:3]1. (5) Given the reactants [CH2:1]([O:3][CH:4]([O:22][CH2:23][CH3:24])[CH2:5][N:6]1[C:18]2[C:17]3[CH:16]=[CH:15][CH:14]=[CH:13][C:12]=3[N:11]=[CH:10][C:9]=2[N:8]=[C:7]1[CH2:19][CH2:20][CH3:21])[CH3:2].C1C=C(Cl)C=C(C(OO)=[O:33])C=1, predict the reaction product. The product is: [CH2:1]([O:3][CH:4]([O:22][CH2:23][CH3:24])[CH2:5][N:6]1[C:18]2[C:17]3[CH:16]=[CH:15][CH:14]=[CH:13][C:12]=3[N+:11]([O-:33])=[CH:10][C:9]=2[N:8]=[C:7]1[CH2:19][CH2:20][CH3:21])[CH3:2].